This data is from Catalyst prediction with 721,799 reactions and 888 catalyst types from USPTO. The task is: Predict which catalyst facilitates the given reaction. (1) Reactant: [C:1]([O:4][CH2:5][C@:6]1([CH2:27][O:28][CH2:29][C:30]2[CH:35]=[CH:34][CH:33]=[CH:32][CH:31]=2)[O:14][CH:9](OC(=O)C)[C@H:8]([O:15][C:16](=[O:18])[CH3:17])[C@@H:7]1[O:19][CH2:20][C:21]1[CH:26]=[CH:25][CH:24]=[CH:23][CH:22]=1)(=[O:3])[CH3:2].[NH:36]1[CH:44]=[C:42]([CH3:43])[C:40](=[O:41])[NH:39][C:37]1=[O:38].C/C(/O[Si](C)(C)C)=N\[Si](C)(C)C.O([Si](C)(C)C)S(C(F)(F)F)(=O)=O. Product: [C:1]([O:4][CH2:5][C@:6]1([CH2:27][O:28][CH2:29][C:30]2[CH:35]=[CH:34][CH:33]=[CH:32][CH:31]=2)[O:14][C@@H:9]([N:36]2[CH:44]=[C:42]([CH3:43])[C:40](=[O:41])[NH:39][C:37]2=[O:38])[C@H:8]([O:15][C:16](=[O:18])[CH3:17])[C@@H:7]1[O:19][CH2:20][C:21]1[CH:22]=[CH:23][CH:24]=[CH:25][CH:26]=1)(=[O:3])[CH3:2]. The catalyst class is: 10. (2) Reactant: Cl[C:2]1[N:3]=[N:4][C:5]([N:8]2[CH2:13][CH2:12][NH:11][CH:10]([CH:14]([CH3:16])[CH3:15])[CH2:9]2)=[CH:6][CH:7]=1.N1CCCC1.[CH2:22]([N:24]([CH2:27][CH3:28])[CH2:25]C)[CH3:23].ClCCl.[C]=[O:33]. Product: [CH:14]([CH:10]1[NH:11][CH2:12][CH2:13][N:8]([C:5]2[N:4]=[N:3][C:2]([C:25]([N:24]3[CH2:27][CH2:28][CH2:23][CH2:22]3)=[O:33])=[CH:7][CH:6]=2)[CH2:9]1)([CH3:16])[CH3:15]. The catalyst class is: 3. (3) Reactant: [Cl:1][C:2]1[CH:25]=[CH:24][C:5]([O:6][CH:7]2[CH2:12][CH2:11][N:10]([C:13]([C:15]3[CH:16]=[C:17]4[C:21](=[CH:22][CH:23]=3)[NH:20][CH:19]=[CH:18]4)=[O:14])[CH2:9][CH2:8]2)=[CH:4][CH:3]=1.[H-].[Na+].Cl.Cl[CH2:30][CH2:31][N:32]1[CH2:37][CH2:36][O:35][CH2:34][CH2:33]1.O. Product: [Cl:1][C:2]1[CH:3]=[CH:4][C:5]([O:6][CH:7]2[CH2:12][CH2:11][N:10]([C:13]([C:15]3[CH:16]=[C:17]4[C:21](=[CH:22][CH:23]=3)[N:20]([CH2:30][CH2:31][N:32]3[CH2:37][CH2:36][O:35][CH2:34][CH2:33]3)[CH:19]=[CH:18]4)=[O:14])[CH2:9][CH2:8]2)=[CH:24][CH:25]=1. The catalyst class is: 9. (4) Reactant: [C:1]([O:5][C:6]([N:8]1[CH2:13][CH2:12][N:11]([C:14]([O:16][C:17]([CH3:20])([CH3:19])[CH3:18])=[O:15])[CH2:10][C@@H:9]1[C:21]([OH:23])=O)=[O:7])([CH3:4])([CH3:3])[CH3:2].CN(C(ON1N=NC2C=CC=NC1=2)=[N+](C)C)C.F[P-](F)(F)(F)(F)F.[CH3:48][CH:49]([CH3:52])[CH2:50][NH2:51].CCN(C(C)C)C(C)C. Product: [CH3:48][CH:49]([CH3:52])[CH2:50][NH:51][C:21]([C@H:9]1[CH2:10][N:11]([C:14]([O:16][C:17]([CH3:19])([CH3:20])[CH3:18])=[O:15])[CH2:12][CH2:13][N:8]1[C:6]([O:5][C:1]([CH3:4])([CH3:2])[CH3:3])=[O:7])=[O:23]. The catalyst class is: 3. (5) Reactant: [CH3:1][C:2]([O:5][C:6]([NH:8][C@@H:9]1[CH2:13][CH2:12][N:11]([CH2:14][C:15]2[C:25]([O:26][C:27]([F:30])([F:29])[F:28])=[CH:24][C:18]([C:19]([O:21][CH2:22][CH3:23])=[O:20])=[C:17]([N+:31]([O-])=O)[CH:16]=2)[CH2:10]1)=[O:7])([CH3:4])[CH3:3].C(SC1C=CC(N)=CC=1C)C. Product: [NH2:31][C:17]1[CH:16]=[C:15]([CH2:14][N:11]2[CH2:12][CH2:13][C@@H:9]([NH:8][C:6]([O:5][C:2]([CH3:4])([CH3:1])[CH3:3])=[O:7])[CH2:10]2)[C:25]([O:26][C:27]([F:30])([F:28])[F:29])=[CH:24][C:18]=1[C:19]([O:21][CH2:22][CH3:23])=[O:20]. The catalyst class is: 41. (6) Reactant: [F:1][C:2]1[CH:7]=[CH:6][CH:5]=[C:4]([F:8])[C:3]=1[C:9]1[N:13]([CH3:14])[C:12]([C:15]2[N:20]=[C:19]3[N:21]([CH2:29][CH:30]([CH3:32])[CH3:31])[C:22]([N:24]=CN(C)C)=[N:23][C:18]3=[CH:17][CH:16]=2)=[C:11]([C:33]2[CH:38]=[CH:37][CH:36]=[CH:35][CH:34]=2)[N:10]=1.C(O)(=O)C.Cl.[OH-].[Na+]. Product: [F:1][C:2]1[CH:7]=[CH:6][CH:5]=[C:4]([F:8])[C:3]=1[C:9]1[N:13]([CH3:14])[C:12]([C:15]2[N:20]=[C:19]3[N:21]([CH2:29][CH:30]([CH3:32])[CH3:31])[C:22]([NH2:24])=[N:23][C:18]3=[CH:17][CH:16]=2)=[C:11]([C:33]2[CH:38]=[CH:37][CH:36]=[CH:35][CH:34]=2)[N:10]=1. The catalyst class is: 232.